From a dataset of Catalyst prediction with 721,799 reactions and 888 catalyst types from USPTO. Predict which catalyst facilitates the given reaction. Reactant: [F:1][C:2]1[CH:3]=[C:4]2[C:8](=[CH:9][C:10]=1[C:11]1[C:19]3[C:14](=[N:15][CH:16]=[CH:17][C:18]=3[NH:20][S:21]([C:24]3[CH:29]=[CH:28][CH:27]=[CH:26][CH:25]=3)(=[O:23])=[O:22])[N:13]([CH:30]3[CH2:33][N:32](C(OC(C)(C)C)=O)[CH2:31]3)[CH:12]=1)[N:7]([CH3:41])[CH2:6][CH2:5]2.Cl.O1CCOCC1. Product: [NH:32]1[CH2:31][CH:30]([N:13]2[C:14]3=[N:15][CH:16]=[CH:17][C:18]([NH:20][S:21]([C:24]4[CH:25]=[CH:26][CH:27]=[CH:28][CH:29]=4)(=[O:23])=[O:22])=[C:19]3[C:11]([C:10]3[CH:9]=[C:8]4[C:4]([CH2:5][CH2:6][N:7]4[CH3:41])=[CH:3][C:2]=3[F:1])=[CH:12]2)[CH2:33]1. The catalyst class is: 2.